This data is from Full USPTO retrosynthesis dataset with 1.9M reactions from patents (1976-2016). The task is: Predict the reactants needed to synthesize the given product. (1) Given the product [C:27]([NH:1][C@H:2]([CH:24]=[O:25])[CH2:3][O:4][C:5]([C:18]1[CH:23]=[CH:22][CH:21]=[CH:20][CH:19]=1)([C:6]1[CH:7]=[CH:8][CH:9]=[CH:10][CH:11]=1)[C:12]1[CH:13]=[CH:14][CH:15]=[CH:16][CH:17]=1)([O:29][C:30]([CH3:32])([CH3:31])[CH3:33])=[O:28], predict the reactants needed to synthesize it. The reactants are: [NH:1]([C:27]([O:29][C:30]([CH3:33])([CH3:32])[CH3:31])=[O:28])[C@H:2]([C:24](O)=[O:25])[CH2:3][O:4][C:5]([C:18]1[CH:23]=[CH:22][CH:21]=[CH:20][CH:19]=1)([C:12]1[CH:17]=[CH:16][CH:15]=[CH:14][CH:13]=1)[C:6]1[CH:11]=[CH:10][CH:9]=[CH:8][CH:7]=1.CO[N-]C.[H-].[H-].[H-].[H-].[Li+].[Al+3].S([O-])(O)(=O)=O.[K+]. (2) Given the product [Cl:1][C:2]1[CH:25]=[CH:24][CH:23]=[CH:22][C:3]=1[CH2:4][O:5][C:6](=[O:21])[NH:7][C:8]1[CH:9]=[N:10][N:11]([CH2:13][C:14]2[O:15][C:16]([C:19](=[O:20])[CH:26]([CH3:28])[CH3:27])=[CH:17][CH:18]=2)[CH:12]=1, predict the reactants needed to synthesize it. The reactants are: [Cl:1][C:2]1[CH:25]=[CH:24][CH:23]=[CH:22][C:3]=1[CH2:4][O:5][C:6](=[O:21])[NH:7][C:8]1[CH:9]=[N:10][N:11]([CH2:13][C:14]2[O:15][C:16]([CH:19]=[O:20])=[CH:17][CH:18]=2)[CH:12]=1.[CH:26]([Mg]Br)([CH3:28])[CH3:27]. (3) Given the product [C:1]([C:3]1[C:4]2[S:25][C:24]([C:33]3[CH:32]=[CH:31][CH:30]=[C:29]([CH:27]=[O:28])[CH:34]=3)=[CH:23][C:5]=2[C:6]([NH:9][C@H:10]2[CH2:15][CH2:14][CH2:13][N:12]([C:16]([O:18][C:19]([CH3:21])([CH3:20])[CH3:22])=[O:17])[CH2:11]2)=[CH:38][CH:8]=1)#[N:2], predict the reactants needed to synthesize it. The reactants are: [C:1]([C:3]1[C:4]2[S:25][C:24](Br)=[CH:23][C:5]=2[C:6]([NH:9][C@H:10]2[CH2:15][CH2:14][CH2:13][N:12]([C:16]([O:18][C:19]([CH3:22])([CH3:21])[CH3:20])=[O:17])[CH2:11]2)=N[CH:8]=1)#[N:2].[CH:27]([C:29]1[CH:30]=[C:31](B(O)O)[CH:32]=[CH:33][CH:34]=1)=[O:28].[C:38](=O)([O-])[O-].[Cs+].[Cs+]. (4) The reactants are: C([O:5][C:6]1[N:11]=[CH:10][C:9]([O:12][CH:13]2[CH2:16][N:15]([C:17]3[C:18]([F:25])=[C:19]([CH2:23][OH:24])[CH:20]=[CH:21][CH:22]=3)[CH2:14]2)=[CH:8][CH:7]=1)(C)(C)C.C(O)(C(F)(F)F)=O. Given the product [F:25][C:18]1[C:19]([CH2:23][OH:24])=[CH:20][CH:21]=[CH:22][C:17]=1[N:15]1[CH2:14][CH:13]([O:12][C:9]2[CH:8]=[CH:7][C:6](=[O:5])[NH:11][CH:10]=2)[CH2:16]1, predict the reactants needed to synthesize it. (5) Given the product [CH3:16][O:12][C:11](=[O:13])[C:10]1[CH:14]=[CH:15][C:7]([C:5]2[N:6]=[C:2]([CH3:1])[S:3][CH:4]=2)=[CH:8][CH:9]=1, predict the reactants needed to synthesize it. The reactants are: [CH3:1][C:2]1[S:3][CH:4]=[C:5]([C:7]2[CH:15]=[CH:14][C:10]([C:11]([OH:13])=[O:12])=[CH:9][CH:8]=2)[N:6]=1.[C:16]1(C)C=CC=CC=1.CO.[Si](C=[N+]=[N-])(C)(C)C. (6) Given the product [CH3:5][C:3]([CH3:6])=[CH:2][CH2:1][O:10][P:16]([O:15][P:12]([OH:14])([OH:13])=[O:11])([OH:18])=[O:17], predict the reactants needed to synthesize it. The reactants are: [C:1]([O-:10])(=O)[CH2:2][C@:3]([CH2:6]CO)([CH3:5])O.[OH:11][P:12]([O:15][P:16](O)([OH:18])=[O:17])(=[O:14])[OH:13].C1(C2C(C3C=CC=CC=3)=CC=CC=2)C=CC=CC=1.[NH4+].O(CC=C(C)C)P(OP([O-])([O-])=O)(=O)[O-].[NH4+].[NH4+].[NH4+].O(CC=C(CCC=C(CCC=C(C)C)C)C)P(OP([O-])([O-])=O)(=O)[O-].[NH4+].[NH4+].C(O)C(N)(CO)CO.Cl.C1N=C(N)C2N=CN([C@@H]3O[C@H](COP(OP(OC[C@H]4O[C@@H](N5C=C(C(N)=O)CC=C5)[C@H](O)[C@@H]4O)(O)=O)(O)=O)[C@@H](O)[C@H]3O)C=2N=1.[Mg+2].[Cl-].[Cl-].C(S)[C@@H](O)[C@H](O)CS.[Na+].[Cl-].C([O-])(=O)C[C@](CCO)(C)O.[K+].P(OC[C@H]1O[C@@H](N2C3N=CN=C(N)C=3N=C2)[C@H](O)[C@@H]1O)(OP(OP(O)(O)=O)(O)=O)(=O)O. (7) Given the product [Br:1][CH2:2][CH2:3][CH2:4][C:5]([O:22][C:21]1[CH:20]=[CH:19][C:17]([OH:18])=[C:16]([CH:23]=1)[C:15]([OH:25])=[O:24])=[O:6], predict the reactants needed to synthesize it. The reactants are: [Br:1][CH2:2][CH2:3][CH2:4][C:5](Cl)=[O:6].C(N(CC)CC)C.[C:15]([OH:25])(=[O:24])[C:16]1[C:17](=[CH:19][CH:20]=[C:21]([CH:23]=1)[OH:22])[OH:18].C(OCC)(=O)C.